The task is: Predict the reaction yield, written as a fraction of the theoretical maximum amount of product (1.0 means a 100% yield; for example, 0.34 means a 34% yield).. This data is from Reaction yield outcomes from USPTO patents with 853,638 reactions. (1) The reactants are Cl[C:2]1[CH:10]=[CH:9][C:5]([C:6]([NH2:8])=[O:7])=[C:4]([NH:11][C:12]2[CH:17]=[CH:16][C:15]([S:18]([CH3:21])(=[O:20])=[O:19])=[CH:14][CH:13]=2)[N:3]=1.OC(C(F)(F)F)=O.[C:29]1([C:35]2[CH2:39][C:38]3([CH2:44][CH2:43][CH2:42][NH:41][CH2:40]3)[O:37][N:36]=2)[CH:34]=[CH:33][CH:32]=[CH:31][CH:30]=1.C(N(CC)C(C)C)(C)C. The catalyst is CN(C=O)C. The product is [CH3:21][S:18]([C:15]1[CH:16]=[CH:17][C:12]([NH:11][C:4]2[N:3]=[C:2]([N:41]3[CH2:42][CH2:43][CH2:44][C:38]4([O:37][N:36]=[C:35]([C:29]5[CH:34]=[CH:33][CH:32]=[CH:31][CH:30]=5)[CH2:39]4)[CH2:40]3)[CH:10]=[CH:9][C:5]=2[C:6]([NH2:8])=[O:7])=[CH:13][CH:14]=1)(=[O:20])=[O:19]. The yield is 0.210. (2) The product is [Cl:1][C:2]1[CH:3]=[N:4][CH:5]=[C:6]([C:8]#[CH:9])[CH:7]=1. The catalyst is CO. The reactants are [Cl:1][C:2]1[CH:3]=[N:4][CH:5]=[C:6]([C:8]#[C:9][Si](C)(C)C)[CH:7]=1.C(=O)([O-])[O-].[K+].[K+]. The yield is 0.900. (3) The reactants are Cl[C:2]1[O:3][C:4]([CH:14](C)[CH2:15][C:16](O)=O)=[C:5]([C:7]2[CH:12]=[CH:11][C:10]([Cl:13])=[CH:9][CH:8]=2)[N:6]=1.[C:20](=[O:23])([O-])[O-:21].[K+].[K+].[N:26]1[C:30]2[CH:31]=[CH:32][CH:33]=[CH:34][C:29]=2[NH:28][CH:27]=1.CN(C)C=O. The catalyst is O. The product is [N:26]1([C:2]2[O:3][C:4]([CH2:14][CH2:15][CH2:16][C:20]([OH:21])=[O:23])=[C:5]([C:7]3[CH:8]=[CH:9][C:10]([Cl:13])=[CH:11][CH:12]=3)[N:6]=2)[C:30]2[CH:31]=[CH:32][CH:33]=[CH:34][C:29]=2[N:28]=[CH:27]1. The yield is 0.820.